From a dataset of TCR-epitope binding with 47,182 pairs between 192 epitopes and 23,139 TCRs. Binary Classification. Given a T-cell receptor sequence (or CDR3 region) and an epitope sequence, predict whether binding occurs between them. The epitope is FPRPWLHGL. Result: 1 (the TCR binds to the epitope). The TCR CDR3 sequence is CASKLYTGGDQPQHF.